Dataset: Full USPTO retrosynthesis dataset with 1.9M reactions from patents (1976-2016). Task: Predict the reactants needed to synthesize the given product. (1) Given the product [CH2:13]([N:20]1[CH2:24][CH2:23][C:22]2([CH2:29][CH2:28][C:27]([C:2]3[CH:3]=[N:4][CH:5]=[CH:6][CH:7]=3)([OH:30])[CH2:26][CH2:25]2)[CH2:21]1)[C:14]1[CH:15]=[CH:16][CH:17]=[CH:18][CH:19]=1, predict the reactants needed to synthesize it. The reactants are: Br[C:2]1[CH:3]=[N:4][CH:5]=[CH:6][CH:7]=1.[Li]CCCC.[CH2:13]([N:20]1[CH2:24][CH2:23][C:22]2([CH2:29][CH2:28][C:27](=[O:30])[CH2:26][CH2:25]2)[CH2:21]1)[C:14]1[CH:19]=[CH:18][CH:17]=[CH:16][CH:15]=1. (2) Given the product [NH2:21][CH2:20][C:3]1[N:4]=[CH:5][C:6]([NH:8][C:9]2[CH:14]=[CH:13][C:12]([F:15])=[CH:11][C:10]=2[C:16]([F:19])([F:18])[F:17])=[CH:7][C:2]=1[Cl:1], predict the reactants needed to synthesize it. The reactants are: [Cl:1][C:2]1[C:3]([C:20]#[N:21])=[N:4][CH:5]=[C:6]([NH:8][C:9]2[CH:14]=[CH:13][C:12]([F:15])=[CH:11][C:10]=2[C:16]([F:19])([F:18])[F:17])[CH:7]=1.CO. (3) The reactants are: [NH2:1][C:2]1[CH:7]=[C:6]([C:8]([C:10]2[C:18]3[CH:17]=[N:16][CH:15]=[N:14][C:13]=3[N:12]([CH:19]([CH3:21])[CH3:20])[CH:11]=2)=[O:9])[CH:5]=[CH:4][N:3]=1.[Br:22][C:23]1[CH:24]=[CH:25][C:26]([CH2:29][C:30](O)=[O:31])=[N:27][CH:28]=1. Given the product [Br:22][C:23]1[CH:24]=[CH:25][C:26]([CH2:29][C:30]([NH:1][C:2]2[CH:7]=[C:6]([C:8]([C:10]3[C:18]4[CH:17]=[N:16][CH:15]=[N:14][C:13]=4[N:12]([CH:19]([CH3:21])[CH3:20])[CH:11]=3)=[O:9])[CH:5]=[CH:4][N:3]=2)=[O:31])=[N:27][CH:28]=1, predict the reactants needed to synthesize it. (4) Given the product [NH2:15][C:16]1[CH:17]=[C:18]([NH:32][C:33]2[CH:34]=[C:35]([CH3:39])[CH:36]=[CH:37][CH:38]=2)[C:2]([C:3]([O:5][CH2:8][CH3:9])=[O:4])=[CH:20][N:21]=1, predict the reactants needed to synthesize it. The reactants are: F[C:2](F)(F)[C:3]([OH:5])=[O:4].[CH2:8]([SiH](CC)CC)[CH3:9].[NH2:15][C:16]1[N:21]=[CH:20]C(C(NC2C=CC=C(C)C=2)=O)=[C:18]([NH:32][C:33]2[CH:38]=[CH:37][CH:36]=[C:35]([CH3:39])[CH:34]=2)[CH:17]=1.C(=O)([O-])[O-].[Na+].[Na+]. (5) Given the product [N:15]1([C:12]2[CH:13]=[CH:14][C:9]([OH:25])=[CH:10][CH:11]=2)[C:19]2=[N:20][CH:21]=[N:22][CH:23]=[C:18]2[CH:17]=[N:16]1, predict the reactants needed to synthesize it. The reactants are: CC1(C)C(C)(C)OB([C:9]2[CH:14]=[CH:13][C:12]([N:15]3[C:19]4=[N:20][CH:21]=[N:22][CH:23]=[C:18]4[CH:17]=[N:16]3)=[CH:11][CH:10]=2)O1.[OH-:25].[Na+].OO. (6) Given the product [F:1][C:2]1[CH:3]=[CH:4][C:5]([C@:8]2([CH2:32][C:33]([OH:36])([CH3:35])[CH3:34])[O:13][C:12](=[O:14])[N:11]([C@H:15]([C:17]3[CH:18]=[CH:19][C:20]([C:38]4[CH:43]=[C:42]([CH3:44])[N+:41]([O-:45])=[C:40]([CH3:46])[CH:39]=4)=[CH:21][CH:22]=3)[CH3:16])[CH2:10][CH2:9]2)=[CH:6][CH:7]=1, predict the reactants needed to synthesize it. The reactants are: [F:1][C:2]1[CH:7]=[CH:6][C:5]([C@:8]2([CH2:32][C:33]([OH:36])([CH3:35])[CH3:34])[O:13][C:12](=[O:14])[N:11]([C@H:15]([C:17]3[CH:22]=[CH:21][C:20](B4OC(C)(C)C(C)(C)O4)=[CH:19][CH:18]=3)[CH3:16])[CH2:10][CH2:9]2)=[CH:4][CH:3]=1.Br[C:38]1[CH:43]=[C:42]([CH3:44])[N+:41]([O-:45])=[C:40]([CH3:46])[CH:39]=1. (7) Given the product [Cl:1][C:2]1[CH:3]=[CH:4][C:5]([C:20]([F:23])([F:22])[F:21])=[C:6]([CH:19]=1)[CH2:7][N:8]1[CH2:13][CH2:12][NH:11][C:10]2[N:14]=[CH:15][C:16]([C:34]3[CH:35]=[N:31][NH:32][CH:33]=3)=[CH:17][C:9]1=2, predict the reactants needed to synthesize it. The reactants are: [Cl:1][C:2]1[CH:3]=[CH:4][C:5]([C:20]([F:23])([F:22])[F:21])=[C:6]([CH:19]=1)[CH2:7][N:8]1[CH2:13][CH2:12][NH:11][C:10]2[N:14]=[CH:15][C:16](I)=[CH:17][C:9]1=2.C(OC([N:31]1[CH:35]=[C:34](B2OC(C)(C)C(C)(C)O2)[CH:33]=[N:32]1)=O)(C)(C)C.C(O)(C(F)(F)F)=O.